This data is from Full USPTO retrosynthesis dataset with 1.9M reactions from patents (1976-2016). The task is: Predict the reactants needed to synthesize the given product. Given the product [Br:24][C:25]1[CH:30]=[CH:29][C:28]([N:31]2[CH2:36][CH2:35][CH2:34][C@H:33]([NH:37][C:15](=[O:17])[CH2:14][C:13]([O:19][CH2:20][CH3:21])=[O:18])[CH2:32]2)=[C:27]([F:38])[CH:26]=1, predict the reactants needed to synthesize it. The reactants are: Cl.CN(C)CCCN=C=NCC.[C:13]([O:19][CH2:20][CH3:21])(=[O:18])[CH2:14][C:15]([O-:17])=O.Cl.Cl.[Br:24][C:25]1[CH:30]=[CH:29][C:28]([N:31]2[CH2:36][CH2:35][CH2:34][C@H:33]([NH2:37])[CH2:32]2)=[C:27]([F:38])[CH:26]=1.ON1C2C=CC=CC=2N=N1.C(N(CC)CC)C.